Dataset: TCR-epitope binding with 47,182 pairs between 192 epitopes and 23,139 TCRs. Task: Binary Classification. Given a T-cell receptor sequence (or CDR3 region) and an epitope sequence, predict whether binding occurs between them. (1) The epitope is TPGPGVRYPL. The TCR CDR3 sequence is CASSTFGATQETQYF. Result: 1 (the TCR binds to the epitope). (2) Result: 1 (the TCR binds to the epitope). The TCR CDR3 sequence is CASSLVTAPTGAFF. The epitope is ITEEVGHTDLMAAY. (3) The epitope is KTWGQYWQV. The TCR CDR3 sequence is CASSYRDNYEQYF. Result: 0 (the TCR does not bind to the epitope).